This data is from Catalyst prediction with 721,799 reactions and 888 catalyst types from USPTO. The task is: Predict which catalyst facilitates the given reaction. (1) Reactant: [CH3:1][C:2]1[CH:7]=[CH:6][C:5]([NH:8]C(OCC2C=CC=CC=2)=O)=[CH:4][C:3]=1[CH:19]1[CH2:24][CH2:23][N:22]([CH2:25][C:26]2[CH:31]=[CH:30][C:29]([O:32][C:33]3[CH:38]=[C:37]([F:39])[C:36]([F:40])=[CH:35][C:34]=3[F:41])=[CH:28][CH:27]=2)[CH2:21][CH2:20]1. Product: [CH3:1][C:2]1[CH:7]=[CH:6][C:5]([NH2:8])=[CH:4][C:3]=1[CH:19]1[CH2:20][CH2:21][N:22]([CH2:25][C:26]2[CH:27]=[CH:28][C:29]([O:32][C:33]3[CH:38]=[C:37]([F:39])[C:36]([F:40])=[CH:35][C:34]=3[F:41])=[CH:30][CH:31]=2)[CH2:23][CH2:24]1. The catalyst class is: 29. (2) Reactant: C(Cl)(=O)C(Cl)=O.[Br:7][C:8]1[C:9]([O:18][CH3:19])=[C:10]([C:14]([F:17])=[CH:15][CH:16]=1)[C:11](O)=[O:12].C[N:21](C=O)C. Product: [Br:7][C:8]1[C:9]([O:18][CH3:19])=[C:10]([C:14]([F:17])=[CH:15][CH:16]=1)[C:11]([NH2:21])=[O:12]. The catalyst class is: 2. (3) Reactant: Br[C:2]1[N:3]=[CH:4][C:5]([O:11][CH3:12])=[C:6]2[CH:10]=[CH:9][NH:8][C:7]=12.[Cl:13][C:14]1[CH:15]=[N:16][NH:17][CH:18]=1.C(=O)([O-])[O-].[K+].[K+].CN[C@@H]1CCCC[C@H]1NC. Product: [Cl:13][C:14]1[CH:15]=[N:16][N:17]([C:2]2[N:3]=[CH:4][C:5]([O:11][CH3:12])=[C:6]3[CH:10]=[CH:9][NH:8][C:7]=23)[CH:18]=1. The catalyst class is: 185. (4) Reactant: [Li].[CH3:2][Si:3]([CH3:6])([CH3:5])Cl.[N:7]1[CH:12]=[C:11]([C@@H:13]2[CH2:18][CH2:17][CH2:16][N:14]2[CH3:15])[CH:10]=[CH:9][CH:8]=1. Product: [CH3:15][N:14]1[CH2:16][CH2:17][CH2:18][CH:13]1[C:11]1[CH:10]([Si:3]([CH3:6])([CH3:5])[CH3:2])[CH:9]=[CH:8][N:7]([Si:3]([CH3:6])([CH3:5])[CH3:2])[CH:12]=1. The catalyst class is: 1. (5) The catalyst class is: 1. Product: [F:1][C:2]1([F:16])[CH2:7][CH2:6][CH:5]([CH2:8][CH:9]=[C:10]([O:15][Si:29]([CH2:34][CH3:35])([CH2:32][CH3:33])[CH2:30][CH3:31])[C:11]([F:14])([F:13])[CH3:12])[CH2:4][CH2:3]1. Reactant: [F:1][C:2]1([F:16])[CH2:7][CH2:6][CH:5]([CH2:8][CH2:9][C:10](=[O:15])[C:11]([F:14])([F:13])[CH3:12])[CH2:4][CH2:3]1.C1CCN2C(=NCCC2)CC1.Cl[Si:29]([CH2:34][CH3:35])([CH2:32][CH3:33])[CH2:30][CH3:31].C(=O)([O-])O.[Na+]. (6) Reactant: [Cl:1][C:2]1[CH:8]=[CH:7][C:6]([N+:9]([O-:11])=[O:10])=[CH:5][C:3]=1N.Cl.N([O-])=O.[Na+].[C:17]([S-:19])#[N:18].[K+]. Product: [Cl:1][C:2]1[CH:8]=[CH:7][C:6]([N+:9]([O-:11])=[O:10])=[CH:5][C:3]=1[S:19][C:17]#[N:18]. The catalyst class is: 6. (7) Reactant: [Si:1]([O:8][CH2:9][C:10]1([CH3:38])[S:16][CH2:15][CH2:14][N:13]2[C:17]([C:20]3([C:23]4[CH:28]=[CH:27][C:26](B5OC(C)(C)C(C)(C)O5)=[CH:25][CH:24]=4)[CH2:22][CH2:21]3)=[N:18][N:19]=[C:12]2[CH2:11]1)([C:4]([CH3:7])([CH3:6])[CH3:5])([CH3:3])[CH3:2].Br[C:40]1[C:41]([C:46]#[N:47])=[N:42][CH:43]=[CH:44][CH:45]=1.C(=O)([O-])[O-].[K+].[K+].C(=O)([O-])O.[Na+]. Product: [Si:1]([O:8][CH2:9][C:10]1([CH3:38])[S:16][CH2:15][CH2:14][N:13]2[C:17]([C:20]3([C:23]4[CH:28]=[CH:27][C:26]([C:40]5[C:41]([C:46]#[N:47])=[N:42][CH:43]=[CH:44][CH:45]=5)=[CH:25][CH:24]=4)[CH2:22][CH2:21]3)=[N:18][N:19]=[C:12]2[CH2:11]1)([C:4]([CH3:5])([CH3:7])[CH3:6])([CH3:3])[CH3:2]. The catalyst class is: 437. (8) Reactant: [NH:1]1[C:5]2[CH:6]=[CH:7][CH:8]=[CH:9][C:4]=2[N:3]=[C:2]1[C:10]1[C:11]([NH2:22])=[N:12][CH:13]=[C:14]([N:16]2[CH2:21][CH2:20][NH:19][CH2:18][CH2:17]2)[N:15]=1.CCN(CC)CC.[CH2:30]([S:32](Cl)(=[O:34])=[O:33])[CH3:31]. Product: [NH:1]1[C:5]2[CH:6]=[CH:7][CH:8]=[CH:9][C:4]=2[N:3]=[C:2]1[C:10]1[C:11]([NH2:22])=[N:12][CH:13]=[C:14]([N:16]2[CH2:17][CH2:18][N:19]([S:32]([CH2:30][CH3:31])(=[O:34])=[O:33])[CH2:20][CH2:21]2)[N:15]=1. The catalyst class is: 2.